Task: Predict the reaction yield, written as a fraction of the theoretical maximum amount of product (1.0 means a 100% yield; for example, 0.34 means a 34% yield).. Dataset: Reaction yield outcomes from USPTO patents with 853,638 reactions (1) The reactants are C[N:2](C)[CH:3]=[CH:4][C:5]([C:7]1[C:12](=[O:13])[CH:11]=[CH:10][N:9]([C:14]2[CH:22]=[CH:21][C:17]([C:18]([NH2:20])=[O:19])=[CH:16][CH:15]=2)[N:8]=1)=O.[C:24]1([NH:30]N)[CH:29]=[CH:28][CH:27]=[CH:26][CH:25]=1. The catalyst is CO. The product is [O:13]=[C:12]1[CH:11]=[CH:10][N:9]([C:14]2[CH:22]=[CH:21][C:17]([C:18]([NH2:20])=[O:19])=[CH:16][CH:15]=2)[N:8]=[C:7]1[C:5]1[N:30]([C:24]2[CH:29]=[CH:28][CH:27]=[CH:26][CH:25]=2)[N:2]=[CH:3][CH:4]=1. The yield is 0.0600. (2) The reactants are [CH3:1][C:2]([O:14][Si](C)(C)C)([CH3:13])[C:3]#[C:4][C:5]([C:7]1[CH:12]=[CH:11][N:10]=[CH:9][CH:8]=1)=[O:6].CC1C=CC(S(O)(=O)=O)=CC=1. The catalyst is C(Cl)Cl. The product is [OH:14][C:2]([CH3:13])([CH3:1])[C:3]#[C:4][C:5]([C:7]1[CH:8]=[CH:9][N:10]=[CH:11][CH:12]=1)=[O:6]. The yield is 0.960. (3) The reactants are Cl[C:2]1[C:3](=[O:21])[N:4]([CH2:14][C:15]2[CH:20]=[CH:19][CH:18]=[CH:17][N:16]=2)[C:5](=[O:13])[C:6]=1[C:7]1[CH:12]=[CH:11][CH:10]=[CH:9][CH:8]=1.[CH3:22][O:23][C:24]1[CH:30]=[CH:29][C:27]([NH2:28])=[CH:26][CH:25]=1. The catalyst is CN(C=O)C. The product is [CH3:22][O:23][C:24]1[CH:30]=[CH:29][C:27]([NH:28][C:2]2[C:3](=[O:21])[N:4]([CH2:14][C:15]3[CH:20]=[CH:19][CH:18]=[CH:17][N:16]=3)[C:5](=[O:13])[C:6]=2[C:7]2[CH:12]=[CH:11][CH:10]=[CH:9][CH:8]=2)=[CH:26][CH:25]=1. The yield is 0.770. (4) The reactants are [F:1][C@H:2]1[CH2:18][C@@H:17]2[C@:9]([F:28])([C@@H:10]([OH:27])[CH2:11][C@@:12]3([CH3:26])[C@H:16]2[CH2:15][CH:14]=[C:13]3[C:19](=[O:25])[CH2:20][O:21]C(=O)C)[C@:8]2([CH3:29])[C:3]1=[CH:4][C:5](=[O:30])[CH:6]=[CH:7]2. The catalyst is C(O)C. The product is [F:1][C@H:2]1[CH2:18][C@@H:17]2[C@:9]([F:28])([C@@H:10]([OH:27])[CH2:11][C@@:12]3([CH3:26])[C@H:16]2[CH2:15][CH:14]=[C:13]3[C:19](=[O:25])[CH2:20][OH:21])[C@:8]2([CH3:29])[C:3]1=[CH:4][C:5](=[O:30])[CH:6]=[CH:7]2. The yield is 0.706. (5) The catalyst is Cl.B([O-])([O-])[O-].B([O-])([O-])[O-].B([O-])([O-])[O-].B([O-])([O-])[O-].[Na+].[Na+].[Na+].[Na+].[Na+].[Na+].[Na+].[Na+].[Na+].[Na+].[Na+].[Na+]. The yield is 1.00. The reactants are [N:1]([O-])=O.[Na+].[CH3:5][O:6][C:7](=[O:15])[C:8]1[CH:13]=[CH:12][C:11]([NH2:14])=[CH:10][CH:9]=1.Cl.[CH3:17][O:18][C:19](=[O:26])[CH2:20][C:21]1[N:22]=[CH:23][NH:24][CH:25]=1. The product is [CH3:5][O:6][C:7](=[O:15])[C:8]1[CH:13]=[CH:12][C:11]([N:14]=[N:1][C:23]2[NH:24][CH:25]=[C:21]([CH2:20][C:19]([O:18][CH3:17])=[O:26])[N:22]=2)=[CH:10][CH:9]=1.